Dataset: Forward reaction prediction with 1.9M reactions from USPTO patents (1976-2016). Task: Predict the product of the given reaction. (1) Given the reactants Br.Br.[CH2:3]1[C:9]2[CH:10]=[CH:11][C:12]([NH2:14])=[CH:13][C:8]=2[CH2:7][CH2:6][NH:5][CH2:4]1.[OH-:15].[Na+].[F:17][C:18]1[CH:23]=[CH:22][C:21]([S:24]([N:27]=[C:28]=[O:29])(=[O:26])=[O:25])=[CH:20][CH:19]=1.C(O[CH2:33][CH3:34])C, predict the reaction product. The product is: [F:17][C:18]1[CH:19]=[CH:20][C:21]([S:24]([NH:27][C:28]([N:5]2[CH2:4][CH2:3][C:9]3[CH:10]=[CH:11][C:12]([NH:14][C:28](=[O:29])[NH:27][S:24]([C:34]4[CH:33]=[CH:23][C:18]([F:17])=[CH:19][CH:20]=4)(=[O:25])=[O:15])=[CH:13][C:8]=3[CH2:7][CH2:6]2)=[O:29])(=[O:25])=[O:26])=[CH:22][CH:23]=1. (2) The product is: [Cl:19][C:20]1[C:28]2[NH:27][N:26]=[CH:25][C:24]=2[C:23]2[CH2:29][N:30]([CH2:55][C:56]([CH3:59])([CH3:58])[CH3:57])[C:31](=[O:54])[C@H:32]([CH2:34][C:35](=[O:53])[N:2]3[CH2:7][CH2:6][CH:5]([N:8]4[C:17](=[O:18])[CH2:16][C:15]5[C:10](=[CH:11][CH:12]=[CH:13][CH:14]=5)[CH2:9]4)[CH2:4][CH2:3]3)[CH2:33][C:22]=2[CH:21]=1. Given the reactants Cl.[NH:2]1[CH2:7][CH2:6][CH:5]([N:8]2[C:17](=[O:18])[CH2:16][C:15]3[C:10](=[CH:11][CH:12]=[CH:13][CH:14]=3)[CH2:9]2)[CH2:4][CH2:3]1.[Cl:19][C:20]1[C:28]2[NH:27][N:26]=[CH:25][C:24]=2[C:23]2[CH2:29][N:30]([CH2:55][C:56]([CH3:59])([CH3:58])[CH3:57])[C:31](=[O:54])[C@H:32]([CH2:34][C:35](=[O:53])N3CCC(N4CC5C(=CC=CC=5)NC4=O)CC3)[CH2:33][C:22]=2[CH:21]=1, predict the reaction product. (3) Given the reactants [NH2:1][C:2]1[C:3]([C:12]([OH:14])=O)=[CH:4][C:5]2[C:10]([CH:11]=1)=[CH:9][CH:8]=[CH:7][CH:6]=2.[NH2:15][C:16](N)=[O:17].C1(O)C=CC=CC=1, predict the reaction product. The product is: [NH:1]1[C:2]2[C:3](=[CH:4][C:5]3[CH:6]=[CH:7][CH:8]=[CH:9][C:10]=3[CH:11]=2)[C:12](=[O:14])[NH:15][C:16]1=[O:17]. (4) Given the reactants [OH-:1].[K+].[CH3:3][N:4]([CH3:14])[CH2:5][CH2:6][CH2:7][NH:8][C:9](=[O:13])[C:10]([CH3:12])=[CH2:11].[CH2:15]([OH:17])[CH3:16], predict the reaction product. The product is: [C:15]([CH2:16][CH2:14][N:4]([CH3:3])[CH2:5][CH2:6][CH2:7][NH:8][C:9](=[O:13])[C:10]([CH3:12])=[CH2:11])([OH:1])=[O:17]. (5) Given the reactants [CH3:1][N:2]([CH2:4][C:5]1[CH:6]=[CH:7][C:8]([O:42][CH2:43][CH3:44])=[C:9]([NH:11][C:12]([C@H:14]([NH:26][C:27]([N:29]2[CH2:34][CH2:33][N:32]([C:35](OC(C)(C)C)=O)[CH2:31][CH2:30]2)=[O:28])[C@H:15]([C:17]2[C:25]3[C:20](=[CH:21][CH:22]=[CH:23][CH:24]=3)[NH:19][CH:18]=2)[CH3:16])=[O:13])[CH:10]=1)[CH3:3].Cl.O1CCOCC1.[C:52]1(=O)[CH2:55]C[CH2:53]1.C(O[BH-](OC(=O)C)OC(=O)C)(=O)C.[Na+].C(=O)([O-])O.[Na+], predict the reaction product. The product is: [CH:35]1([N:32]2[CH2:33][CH2:34][N:29]([C:27]([NH:26][C@@H:14]([C:12]([NH:11][C:9]3[CH:10]=[C:5]([CH2:4][N:2]([CH3:1])[CH3:3])[CH:6]=[CH:7][C:8]=3[O:42][CH2:43][CH3:44])=[O:13])[C@H:15]([C:17]3[C:25]4[C:20](=[CH:21][CH:22]=[CH:23][CH:24]=4)[NH:19][CH:18]=3)[CH3:16])=[O:28])[CH2:30][CH2:31]2)[CH2:55][CH2:52][CH2:53]1. (6) Given the reactants [S:1]1[C:5]2[CH:6]=[C:7]([NH2:10])[CH:8]=[CH:9][C:4]=2[N:3]=[C:2]1[NH2:11].[C:12]12([C:22](O)=[O:23])[CH2:21][CH:16]3[CH2:17][CH:18]([CH2:20][CH:14]([CH2:15]3)[CH2:13]1)[CH2:19]2.C1C=NC2N(O)N=NC=2C=1.C(N(C(C)C)CC)(C)C, predict the reaction product. The product is: [NH2:11][C:2]1[S:1][C:5]2[CH:6]=[C:7]([NH:10][C:22]([C:12]34[CH2:21][CH:16]5[CH2:15][CH:14]([CH2:20][CH:18]([CH2:17]5)[CH2:19]3)[CH2:13]4)=[O:23])[CH:8]=[CH:9][C:4]=2[N:3]=1. (7) Given the reactants [CH3:1][C:2]1[CH:3]=[CH:4][C:5]([NH:21][C:22]([C:24]2[CH:25]=[CH:26][C:27]([CH2:30][N:31]3[CH2:36][CH2:35][N:34]([CH3:37])[CH2:33][CH2:32]3)=[CH:28][CH:29]=2)=[O:23])=[CH:6][C:7]=1[NH:8][C:9]1[N:10]=[CH:11][CH:12]=[C:13]([C:15]2[CH:16]=[CH:17][CH:18]=[N:19][CH:20]=2)[N:14]=1.[CH2:38]([OH:41])[CH2:39]C, predict the reaction product. The product is: [CH3:1][C:2]1[CH:3]=[CH:4][C:5]([NH:21][C:22]([C:24]2[CH:29]=[CH:28][C:27]([CH2:30][N:31]3[CH2:32][CH2:33][N:34]([CH3:37])[CH2:35][CH2:36]3)=[CH:26][CH:25]=2)=[O:23])=[CH:6][C:7]=1[NH:8][C:9]1[N:10]=[CH:11][CH:12]=[C:13]([C:15]2[CH:16]=[CH:17][CH:18]=[N:19][CH:20]=2)[N:14]=1.[C:38]([O-:41])(=[O:23])[CH3:39].